Dataset: Experimentally validated miRNA-target interactions with 360,000+ pairs, plus equal number of negative samples. Task: Binary Classification. Given a miRNA mature sequence and a target amino acid sequence, predict their likelihood of interaction. (1) The miRNA is hsa-miR-652-3p with sequence AAUGGCGCCACUAGGGUUGUG. The protein sequence of the target gene is MAPWAEAEHSALNPLRAVWLTLTAAFLLTLLLQLLPPGLLPGCAIFQDLIRYGKTKCGEPSRPAACRAFDVPKRYFSHFYIISVLWNGFLLWCLTQSLFLGAPFPSWLHGLLRILGAAQFQGGELALSAFLVLVFLWLHSLRRLFECLYVSVFSNVMIHVVQYCFGLVYYVLVGLTVLSQVPMDGRNAYITGKNLLMQARWFHILGMMMFIWSSAHQYKCHVILGNLRKNKAGVVIHCNHRIPFGDWFEYVSSPNYLAELMIYVSMAVTFGFHNLTWWLVVTNVFFNQALSAFLSHQFYK.... Result: 0 (no interaction). (2) The miRNA is hsa-miR-545-3p with sequence UCAGCAAACAUUUAUUGUGUGC. The protein sequence of the target gene is MLRPGAQLLRGLLLRSCPLQGSPGRPRSVCGREGEEKPPLSAETQWKDRAETVIIGGGCVGVSLAYHLAKAGMKDVVLLEKSELTAGSTWHAAGLTTYFHPGINLKKIHYDSIKLYEKLEEETGQVVGFHQPGSIRLATTPVRVDEFKYQMTRTGWHATEQYLIEPEKIQEMFPLLNMNKVLAGLYNPGDGHIDPYSLTMALAAGARKCGALLKYPAPVTSLKARSDGTWDVETPQGSMRANRIVNAAGFWAREVGKMIGLEHPLIPVQHQYVVTSTISEVKALKRELPVLRDLEGSYYL.... Result: 0 (no interaction). (3) The miRNA is hsa-miR-6797-3p with sequence UGCAUGACCCUUCCCUCCCCAC. The protein sequence of the target gene is MVKIAFNTPTAVQKEEARQDVEALLSRTVRTQILTGKELRVATQEKEGSSGRCMLTLLGLSFILAGLIVGGACIYKYFMPKSTIYRGEMCFFDSEDPANSLRGGEPNFLPVTEEADIREDDNIAIIDVPVPSFSDSDPAAIIHDFEKGMTAYLDLLLGNCYLMPLNTSIVMPPKNLVELFGKLASGRYLPQTYVVREDLVAVEEIRDVSNLGIFIYQLCNNRKSFRLRRRDLLLGFNKRAIDKCWKIRHFPNEFIVETKICQE. Result: 1 (interaction).